This data is from Full USPTO retrosynthesis dataset with 1.9M reactions from patents (1976-2016). The task is: Predict the reactants needed to synthesize the given product. (1) Given the product [CH:5]1[C:6]([C:7]2[C:16](=[O:17])[C:15]3[CH:14]=[CH:13][C:12]([O:18][C@@H:19]4[O:24][C@H:23]([CH2:25][OH:26])[C@@H:22]([OH:27])[C@H:21]([OH:28])[C@H:20]4[OH:29])=[CH:11][C:10]=3[O:9][CH:8]=2)=[CH:1][CH:2]=[C:3]([OH:30])[CH:4]=1.[CH:35]1[C:36]([C:37]2[C:46](=[O:47])[C:45]3[C:44]([OH:48])=[CH:43][C:42]([O:49][C@@H:50]4[O:55][C@H:54]([CH2:56][OH:57])[C@@H:53]([OH:58])[C@H:52]([OH:59])[C@H:51]4[OH:60])=[CH:41][C:40]=3[O:39][CH:38]=2)=[CH:31][CH:32]=[C:33]([OH:61])[CH:34]=1.[CH:5]1[C:6]([C:7]2[C:16](=[O:17])[C:15]3[CH:14]=[CH:13][C:12]([OH:18])=[CH:11][C:10]=3[O:9][CH:8]=2)=[CH:1][CH:2]=[C:3]([OH:30])[CH:4]=1.[CH:1]1[C:6]([C:7]2[C:16](=[O:17])[C:15]3[C:14]([OH:39])=[CH:13][C:12]([OH:18])=[CH:11][C:10]=3[O:9][CH:8]=2)=[CH:5][CH:4]=[C:3]([OH:30])[CH:2]=1, predict the reactants needed to synthesize it. The reactants are: [CH:1]1[C:6]([C:7]2[C:16](=[O:17])[C:15]3[CH:14]=[CH:13][C:12]([O:18][C@@H:19]4[O:24][C@H:23]([CH2:25][OH:26])[C@@H:22]([OH:27])[C@H:21]([OH:28])[C@H:20]4[OH:29])=[CH:11][C:10]=3[O:9][CH:8]=2)=[CH:5][CH:4]=[C:3]([OH:30])[CH:2]=1.[CH:31]1[C:36]([C:37]2[C:46](=[O:47])[C:45]3[C:44]([OH:48])=[CH:43][C:42]([O:49][C@@H:50]4[O:55][C@H:54]([CH2:56][OH:57])[C@@H:53]([OH:58])[C@H:52]([OH:59])[C@H:51]4[OH:60])=[CH:41][C:40]=3[O:39][CH:38]=2)=[CH:35][CH:34]=[C:33]([OH:61])[CH:32]=1. (2) Given the product [CH3:10][N:11]([CH3:25])[C:12]([C:14]1[NH:15][C:16]2[C:21]([C:22]=1[CH:8]=[O:9])=[CH:20][C:19]([O:23][CH3:24])=[CH:18][CH:17]=2)=[O:13], predict the reactants needed to synthesize it. The reactants are: P(Br)(Br)Br.CN([CH:8]=[O:9])C.[CH3:10][N:11]([CH3:25])[C:12]([C:14]1[NH:15][C:16]2[C:21]([CH:22]=1)=[CH:20][C:19]([O:23][CH3:24])=[CH:18][CH:17]=2)=[O:13].C([O-])(O)=O.[Na+]. (3) Given the product [OH:30][CH2:29][CH2:28][O:27][C:24]1[CH:23]=[CH:22][C:21]([C:5]([CH2:1][CH2:2][CH2:3][CH3:4])=[C:6]([C:7]2[CH:8]=[CH:9][C:10]([OH:13])=[CH:11][CH:12]=2)[C:14]2[CH:19]=[CH:18][C:17]([OH:20])=[CH:16][CH:15]=2)=[CH:26][CH:25]=1, predict the reactants needed to synthesize it. The reactants are: [CH2:1]([C:5]([C:21]1[CH:26]=[CH:25][C:24]([O:27][CH2:28][C:29](OCC)=[O:30])=[CH:23][CH:22]=1)=[C:6]([C:14]1[CH:19]=[CH:18][C:17]([OH:20])=[CH:16][CH:15]=1)[C:7]1[CH:12]=[CH:11][C:10]([OH:13])=[CH:9][CH:8]=1)[CH2:2][CH2:3][CH3:4].[H-].[Al+3].[Li+].[H-].[H-].[H-]. (4) Given the product [ClH:1].[Br:2][C:3]1[CH:4]=[C:5]2[C:13](=[CH:14][CH:15]=1)[NH:12][C:11]1[CH:10]([N:16]([CH3:25])[CH2:17][CH2:18][C:19]3[CH:24]=[CH:23][CH:22]=[CH:21][CH:20]=3)[CH2:9][CH2:8][CH2:7][C:6]2=1, predict the reactants needed to synthesize it. The reactants are: [ClH:1].[Br:2][C:3]1[CH:4]=[C:5]2[C:13](=[CH:14][CH:15]=1)[NH:12][C:11]1[CH:10]([NH:16][CH2:17][CH2:18][C:19]3[CH:24]=[CH:23][CH:22]=[CH:21][CH:20]=3)[CH2:9][CH2:8][CH2:7][C:6]2=1.[CH:25](N(C(C)C)CC)(C)C.CI.Cl.